Dataset: Forward reaction prediction with 1.9M reactions from USPTO patents (1976-2016). Task: Predict the product of the given reaction. (1) Given the reactants C(=O)([O-])[O-].[K+].[K+].[C:7]([NH2:15])(=[NH:14])[C:8]1[CH:13]=[CH:12][CH:11]=[CH:10][CH:9]=1.[Cl:16][C:17]1[CH:28]=[C:27]([Cl:29])[CH:26]=[CH:25][C:18]=1[CH:19]=[C:20]([C:23]#[N:24])[C:21]#[N:22], predict the reaction product. The product is: [NH2:24][C:23]1[C:20]([C:21]#[N:22])=[C:19]([C:18]2[CH:25]=[CH:26][C:27]([Cl:29])=[CH:28][C:17]=2[Cl:16])[N:15]=[C:7]([C:8]2[CH:13]=[CH:12][CH:11]=[CH:10][CH:9]=2)[N:14]=1. (2) Given the reactants [CH3:1][O:2][C:3]([C:5]1([NH:14][C:15](=[O:25])[C:16]2[CH:21]=[CH:20][C:19]([O:22][CH3:23])=[C:18]([OH:24])[CH:17]=2)[CH2:13][C:12]2[C:7](=[CH:8][CH:9]=[CH:10][CH:11]=2)[CH2:6]1)=[O:4].C(=O)([O-])[O-].[K+].[K+].[Cl:32][C:33]1[CH:34]=[C:35]([C:39]([F:50])([F:49])[CH2:40]OS(C(F)(F)F)(=O)=O)[CH:36]=[CH:37][CH:38]=1, predict the reaction product. The product is: [CH3:1][O:2][C:3]([C:5]1([NH:14][C:15](=[O:25])[C:16]2[CH:21]=[CH:20][C:19]([O:22][CH3:23])=[C:18]([O:24][CH2:40][C:39]([C:35]3[CH:36]=[CH:37][CH:38]=[C:33]([Cl:32])[CH:34]=3)([F:49])[F:50])[CH:17]=2)[CH2:6][C:7]2[C:12](=[CH:11][CH:10]=[CH:9][CH:8]=2)[CH2:13]1)=[O:4]. (3) Given the reactants [CH2:1]([O:3][C:4](=[O:28])[CH2:5][C:6]1[CH:7]=[C:8]([C:14]2[CH:19]=[CH:18][C:17]([C:20]([F:23])([F:22])[F:21])=[CH:16][C:15]=2[CH2:24][NH:25][CH2:26][CH3:27])[C:9]([O:12][CH3:13])=[CH:10][CH:11]=1)[CH3:2].C(N(C(C)C)CC)(C)C.[C:38](Cl)(Cl)=[O:39].[OH:42][C:43]1[CH:50]=[CH:49][C:46]([CH2:47][NH2:48])=[CH:45][CH:44]=1.C(N(CC)CC)C, predict the reaction product. The product is: [CH2:1]([O:3][C:4](=[O:28])[CH2:5][C:6]1[CH:7]=[C:8]([C:14]2[CH:19]=[CH:18][C:17]([C:20]([F:23])([F:21])[F:22])=[CH:16][C:15]=2[CH2:24][N:25]([CH2:26][CH3:27])[C:38]([NH:48][CH2:47][C:46]2[CH:49]=[CH:50][C:43]([OH:42])=[CH:44][CH:45]=2)=[O:39])[C:9]([O:12][CH3:13])=[CH:10][CH:11]=1)[CH3:2]. (4) Given the reactants [F:1][C:2]([F:33])([F:32])[C:3]1[CH:4]=[C:5]([CH:25]=[C:26]([C:28]([F:31])([F:30])[F:29])[CH:27]=1)[CH2:6][N:7]([CH3:24])[C@@H:8]1[CH2:12][N:11]([CH2:13][C:14]2[CH:19]=[CH:18][CH:17]=[C:16]([Cl:20])[CH:15]=2)[C@H:10]([C:21]([OH:23])=O)[CH2:9]1.[C:34]1([CH3:46])[CH:39]=[CH:38][CH:37]=[C:36]([N:40]2[CH2:45][CH2:44][NH:43][CH2:42][CH2:41]2)[CH:35]=1, predict the reaction product. The product is: [F:30][C:28]([F:31])([F:29])[C:26]1[CH:25]=[C:5]([CH:4]=[C:3]([C:2]([F:32])([F:33])[F:1])[CH:27]=1)[CH2:6][N:7]([CH3:24])[C@@H:8]1[CH2:12][N:11]([CH2:13][C:14]2[CH:19]=[CH:18][CH:17]=[C:16]([Cl:20])[CH:15]=2)[C@H:10]([C:21]([N:43]2[CH2:44][CH2:45][N:40]([C:36]3[CH:35]=[C:34]([CH3:46])[CH:39]=[CH:38][CH:37]=3)[CH2:41][CH2:42]2)=[O:23])[CH2:9]1. (5) Given the reactants [F:1][C:2]([F:19])([F:18])[C:3]1[CH:8]=[CH:7][C:6]([C:9]2[C:10]([C:15](Cl)=[O:16])=[CH:11][CH:12]=[CH:13][CH:14]=2)=[CH:5][CH:4]=1.[NH2:20][C:21]1[CH:26]=[CH:25][C:24]([CH2:27][CH2:28][CH:29]([C:31]2[N:36]=[C:35]([CH2:37][NH:38][C:39](=[O:41])[CH3:40])[CH:34]=[CH:33][CH:32]=2)[OH:30])=[CH:23][CH:22]=1.C/C(/O[Si](C)(C)C)=N\[Si](C)(C)C.O, predict the reaction product. The product is: [C:39]([NH:38][CH2:37][C:35]1[N:36]=[C:31]([CH:29]([OH:30])[CH2:28][CH2:27][C:24]2[CH:25]=[CH:26][C:21]([NH:20][C:15]([C:10]3[C:9]([C:6]4[CH:7]=[CH:8][C:3]([C:2]([F:19])([F:18])[F:1])=[CH:4][CH:5]=4)=[CH:14][CH:13]=[CH:12][CH:11]=3)=[O:16])=[CH:22][CH:23]=2)[CH:32]=[CH:33][CH:34]=1)(=[O:41])[CH3:40]. (6) Given the reactants [N:1]1([CH2:6][CH2:7][NH:8][C:9]2[CH:14]=[CH:13][C:12]([NH2:15])=[CH:11][CH:10]=2)[CH:5]=[CH:4][CH:3]=[N:2]1.[CH2:16]([C:18]1[CH:23]=[CH:22][C:21]([C:24]2[C:25]([C:30](O)=[O:31])=[CH:26][CH:27]=[CH:28][CH:29]=2)=[CH:20][CH:19]=1)[CH3:17].O.ON1C2C=CC=CC=2N=N1.Cl.CN(C)CCCN=C=NCC, predict the reaction product. The product is: [CH2:16]([C:18]1[CH:23]=[CH:22][C:21]([C:24]2[C:25]([C:30]([NH:15][C:12]3[CH:11]=[CH:10][C:9]([NH:8][CH2:7][CH2:6][N:1]4[CH:5]=[CH:4][CH:3]=[N:2]4)=[CH:14][CH:13]=3)=[O:31])=[CH:26][CH:27]=[CH:28][CH:29]=2)=[CH:20][CH:19]=1)[CH3:17].